This data is from Reaction yield outcomes from USPTO patents with 853,638 reactions. The task is: Predict the reaction yield, written as a fraction of the theoretical maximum amount of product (1.0 means a 100% yield; for example, 0.34 means a 34% yield). (1) The reactants are CC(OI1(OC(C)=O)(OC(C)=O)OC(=O)C2C=CC=CC1=2)=O.[NH:23]1[C:31]2[C:26](=[CH:27][CH:28]=[C:29]([CH2:32][OH:33])[CH:30]=2)[CH:25]=[CH:24]1.[OH-].[Na+]. The yield is 0.560. The catalyst is C(Cl)Cl. The product is [NH:23]1[C:31]2[C:26](=[CH:27][CH:28]=[C:29]([CH:32]=[O:33])[CH:30]=2)[CH:25]=[CH:24]1. (2) The reactants are Cl.[C:2](Cl)(=[O:9])[C:3]1[CH:8]=[CH:7][N:6]=[CH:5][CH:4]=1.C(N(CC)CC)C.ClCCl.[NH2:21][C:22]1[CH:27]=[C:26]([C:28]([F:31])([F:30])[F:29])[CH:25]=[CH:24][C:23]=1[N:32]1[CH2:36][CH2:35][CH2:34][CH2:33]1. The catalyst is O. The product is [N:32]1([C:23]2[CH:24]=[CH:25][C:26]([C:28]([F:30])([F:31])[F:29])=[CH:27][C:22]=2[NH:21][C:2](=[O:9])[C:3]2[CH:8]=[CH:7][N:6]=[CH:5][CH:4]=2)[CH2:36][CH2:35][CH2:34][CH2:33]1. The yield is 0.978. (3) The reactants are [CH3:1][C:2]1[O:6][N:5]=[C:4]([C:7]2[CH:12]=[CH:11][C:10]([C:13]([F:16])([F:15])[F:14])=[CH:9][CH:8]=2)[C:3]=1[CH2:17]O.S(Cl)([Cl:21])=O. No catalyst specified. The product is [Cl:21][CH2:17][C:3]1[C:4]([C:7]2[CH:12]=[CH:11][C:10]([C:13]([F:16])([F:15])[F:14])=[CH:9][CH:8]=2)=[N:5][O:6][C:2]=1[CH3:1]. The yield is 0.800. (4) The reactants are [H-].[Al+3].[Li+].[H-].[H-].[H-].[Br:7][C:8](=[CH2:19])[CH2:9][CH:10]([C:15](OC)=[O:16])[C:11](OC)=[O:12].C([O-])(=O)CC([O-])=O. The catalyst is C(OCC)C. The product is [Br:7][C:8](=[CH2:19])[CH2:9][CH:10]([CH2:15][OH:16])[CH2:11][OH:12]. The yield is 0.860. (5) The reactants are [NH2:1][C:2]1[C:7]([C:8]#[N:9])=[C:6]2[O:10][CH2:11][O:12][C:5]2=[CH:4][C:3]=1[C:13]1[O:14][C:15]2[C:20]([CH2:21][CH:22]=1)=[CH:19][CH:18]=[C:17]([N:23]([CH3:25])[CH3:24])[CH:16]=2.[C:26](OC(=O)C)(=[O:28])[CH3:27]. The catalyst is N1C=CC=CC=1.CCCCCC.CCOC(C)=O. The product is [C:26]([NH:1][C:2]1[C:7]([C:8]#[N:9])=[C:6]2[O:10][CH2:11][O:12][C:5]2=[CH:4][C:3]=1[C:13]1[O:14][C:15]2[C:20]([CH2:21][CH:22]=1)=[CH:19][CH:18]=[C:17]([N:23]([CH3:25])[CH3:24])[CH:16]=2)(=[O:28])[CH3:27]. The yield is 0.0800. (6) The reactants are [F-].C([N+](CCCC)(CCCC)CCCC)CCC.[Si]([O:26][C@@H:27]([CH2:38][O:39][CH:40]1[CH2:43][CH2:42][CH2:41]1)[C:28]([NH:30][C:31]1[CH:36]=[CH:35][C:34]([CH3:37])=[CH:33][N:32]=1)=[O:29])(C(C)(C)C)(C)C. The catalyst is O1CCCC1. The product is [CH:40]1([O:39][CH2:38][C@H:27]([OH:26])[C:28]([NH:30][C:31]2[CH:36]=[CH:35][C:34]([CH3:37])=[CH:33][N:32]=2)=[O:29])[CH2:41][CH2:42][CH2:43]1. The yield is 0.840.